From a dataset of Peptide-MHC class I binding affinity with 185,985 pairs from IEDB/IMGT. Regression. Given a peptide amino acid sequence and an MHC pseudo amino acid sequence, predict their binding affinity value. This is MHC class I binding data. (1) The peptide sequence is KGAVDLSHFL. The MHC is HLA-B45:01 with pseudo-sequence HLA-B45:01. The binding affinity (normalized) is 0. (2) The peptide sequence is FLKEMGGL. The MHC is HLA-A29:02 with pseudo-sequence HLA-A29:02. The binding affinity (normalized) is 0. (3) The peptide sequence is GLFWGGIWY. The MHC is HLA-A24:03 with pseudo-sequence HLA-A24:03. The binding affinity (normalized) is 0.0847. (4) The peptide sequence is DRAHYNIV. The MHC is H-2-Db with pseudo-sequence H-2-Db. The binding affinity (normalized) is 0. (5) The peptide sequence is MERFSWHVA. The MHC is HLA-B15:01 with pseudo-sequence HLA-B15:01. The binding affinity (normalized) is 0.0847. (6) The peptide sequence is KLWASQIY. The MHC is HLA-A29:02 with pseudo-sequence HLA-A29:02. The binding affinity (normalized) is 0.0689. (7) The peptide sequence is RQQLEDIFM. The MHC is HLA-A02:06 with pseudo-sequence HLA-A02:06. The binding affinity (normalized) is 0.367.